From a dataset of CYP2C9 inhibition data for predicting drug metabolism from PubChem BioAssay. Regression/Classification. Given a drug SMILES string, predict its absorption, distribution, metabolism, or excretion properties. Task type varies by dataset: regression for continuous measurements (e.g., permeability, clearance, half-life) or binary classification for categorical outcomes (e.g., BBB penetration, CYP inhibition). Dataset: cyp2c9_veith. (1) The molecule is Cc1ccc(SC(C)C(=O)NCc2cccnc2)cc1. The result is 1 (inhibitor). (2) The drug is Oc1ccc([C@H](O)[C@@H]2CCCCN2)cc1O. The result is 0 (non-inhibitor). (3) The result is 1 (inhibitor). The drug is COC(=O)c1ccc(COc2ccc(/C=C(\C#N)c3nc4ccccc4[nH]3)cc2OC)o1. (4) The molecule is CCOc1ccc(NC(=O)c2ccc(OC)cc2)cc1. The result is 0 (non-inhibitor). (5) The result is 0 (non-inhibitor). The compound is CC(=O)Nc1ccc(N2C(=O)CC(c3ccccc3)CC2=O)cc1. (6) The molecule is Cn1cccc1C(=O)N1CCC2(CCN(Cc3ccncc3)CC2)CC1. The result is 1 (inhibitor).